From a dataset of TCR-epitope binding with 47,182 pairs between 192 epitopes and 23,139 TCRs. Binary Classification. Given a T-cell receptor sequence (or CDR3 region) and an epitope sequence, predict whether binding occurs between them. The epitope is LLLGIGILV. The TCR CDR3 sequence is CASTETGLMNTEAFF. Result: 1 (the TCR binds to the epitope).